This data is from Full USPTO retrosynthesis dataset with 1.9M reactions from patents (1976-2016). The task is: Predict the reactants needed to synthesize the given product. (1) Given the product [F:35][C:30]1[CH:31]=[CH:32][CH:33]=[CH:34][C:29]=1[S:26]([N:19]1[C:18]2[CH:17]=[CH:16][CH:15]=[C:14]([N:11]3[CH2:10][CH2:9][NH:8][CH2:13][CH2:12]3)[C:23]=2[O:22][C:21]([CH3:25])([CH3:24])[CH2:20]1)(=[O:28])=[O:27], predict the reactants needed to synthesize it. The reactants are: C(OC([N:8]1[CH2:13][CH2:12][N:11]([C:14]2[C:23]3[O:22][C:21]([CH3:25])([CH3:24])[CH2:20][N:19]([S:26]([C:29]4[CH:34]=[CH:33][CH:32]=[CH:31][C:30]=4[F:35])(=[O:28])=[O:27])[C:18]=3[CH:17]=[CH:16][CH:15]=2)[CH2:10][CH2:9]1)=O)(C)(C)C.Cl. (2) Given the product [Cl:1][C:2]1[CH:7]=[C:6]2[NH:8][C:9](=[O:42])[C@@:10]3([C@H:14]([CH2:15][C:16]([C:19]#[N:20])([CH3:18])[CH3:17])[NH:13][C@@H:12]([C:21]([NH:23][C:24]4[CH:33]=[CH:32][C:27]([C:28]([OH:30])=[O:29])=[CH:26][CH:25]=4)=[O:22])[C@@H:11]3[C:34]3[CH:39]=[CH:38][CH:37]=[C:36]([Cl:40])[C:35]=3[F:41])[C:5]2=[CH:4][CH:3]=1, predict the reactants needed to synthesize it. The reactants are: [Cl:1][C:2]1[CH:7]=[C:6]2[NH:8][C:9](=[O:42])[C@@:10]3([C@H:14]([CH2:15][C:16]([C:19]#[N:20])([CH3:18])[CH3:17])[NH:13][C@@H:12]([C:21]([NH:23][C:24]4[CH:33]=[CH:32][C:27]([C:28]([O:30]C)=[O:29])=[CH:26][CH:25]=4)=[O:22])[C@@H:11]3[C:34]3[CH:39]=[CH:38][CH:37]=[C:36]([Cl:40])[C:35]=3[F:41])[C:5]2=[CH:4][CH:3]=1.[OH-].[Na+].